Dataset: Reaction yield outcomes from USPTO patents with 853,638 reactions. Task: Predict the reaction yield, written as a fraction of the theoretical maximum amount of product (1.0 means a 100% yield; for example, 0.34 means a 34% yield). (1) The reactants are [CH2:1]([O:8][C:9]1[C:10]([C:27]([OH:29])=[O:28])=[N:11][CH:12]=[C:13]([C:16](=[O:26])[NH:17][CH2:18][C:19]2[CH:24]=[CH:23][C:22]([F:25])=[CH:21][CH:20]=2)[C:14]=1[OH:15])[C:2]1[CH:7]=[CH:6][CH:5]=[CH:4][CH:3]=1.Cl.[CH3:31]N(C)CCCN=C=NCC.ON1C2C=CC=CC=2N=N1.C(N(CC)CC)C. The catalyst is CN(C)C=O.C(OCC)(=O)C.CO. The product is [CH3:31][O:28][C:27]([C:10]1[C:9]([O:8][CH2:1][C:2]2[CH:3]=[CH:4][CH:5]=[CH:6][CH:7]=2)=[C:14]([OH:15])[C:13]([C:16](=[O:26])[NH:17][CH2:18][C:19]2[CH:20]=[CH:21][C:22]([F:25])=[CH:23][CH:24]=2)=[CH:12][N:11]=1)=[O:29]. The yield is 0.690. (2) The reactants are [CH3:1][O:2][C:3]([CH:5]1[CH2:10][CH2:9][N:8]([C:11]([O:13][C:14]([CH3:17])([CH3:16])[CH3:15])=[O:12])[CH2:7][CH2:6]1)=[O:4].[Li+].C[Si]([N-][Si](C)(C)C)(C)C.C1COCC1.Cl[C:34]1[C:43]2[C:38](=[CH:39][C:40]([F:45])=[C:41]([F:44])[CH:42]=2)[N:37]=[CH:36][N:35]=1. The catalyst is C1COCC1. The product is [CH3:1][O:2][C:3]([C:5]1([C:34]2[C:43]3[C:38](=[CH:39][C:40]([F:45])=[C:41]([F:44])[CH:42]=3)[N:37]=[CH:36][N:35]=2)[CH2:6][CH2:7][N:8]([C:11]([O:13][C:14]([CH3:17])([CH3:16])[CH3:15])=[O:12])[CH2:9][CH2:10]1)=[O:4]. The yield is 0.370. (3) The reactants are [Cl:1][C:2]1[CH:9]=[CH:8][C:5]([CH:6]=O)=[CH:4][C:3]=1[F:10].[C:11]([CH2:13][C:14]([O:16][CH2:17][CH3:18])=[O:15])#[N:12].N1CCCCC1. The catalyst is C1(C)C=CC=CC=1. The product is [Cl:1][C:2]1[CH:9]=[CH:8][C:5]([CH:6]=[C:13]([C:11]#[N:12])[C:14]([O:16][CH2:17][CH3:18])=[O:15])=[CH:4][C:3]=1[F:10]. The yield is 0.880.